Dataset: Full USPTO retrosynthesis dataset with 1.9M reactions from patents (1976-2016). Task: Predict the reactants needed to synthesize the given product. (1) Given the product [Cl:1][C:2]1[CH:7]=[CH:6][CH:5]=[CH:4][C:3]=1[N:8]1[C:17](=[S:33])[C:16]2[C:11](=[N:12][C:13]([S:19][CH3:20])=[N:14][CH:15]=2)[N:10]2[CH:21]=[CH:22][N:23]=[C:9]12, predict the reactants needed to synthesize it. The reactants are: [Cl:1][C:2]1[CH:7]=[CH:6][CH:5]=[CH:4][C:3]=1[N:8]1[C:17](=O)[C:16]2[C:11](=[N:12][C:13]([S:19][CH3:20])=[N:14][CH:15]=2)[N:10]2[CH:21]=[CH:22][N:23]=[C:9]12.COC1C=CC(P2(SP(C3C=CC(OC)=CC=3)(=S)S2)=[S:33])=CC=1. (2) Given the product [O:30]1[CH2:31][CH2:32][N:33]([C:36]2[CH:37]=[CH:38][C:39]([NH:40][C:2]3[C:3]4[NH:20][N:19]=[CH:18][C:4]=4[N:5]=[C:6]([C:8]4[CH:17]=[CH:16][C:11]([C:12]([O:14][CH3:15])=[O:13])=[CH:10][CH:9]=4)[N:7]=3)=[CH:41][CH:42]=2)[CH2:34][CH2:35]1, predict the reactants needed to synthesize it. The reactants are: Cl[C:2]1[C:3]2[C:4](=[CH:18][N:19](CC3C=CC(OC)=CC=3)[N:20]=2)[N:5]=[C:6]([C:8]2[CH:17]=[CH:16][C:11]([C:12]([O:14][CH3:15])=[O:13])=[CH:10][CH:9]=2)[N:7]=1.[O:30]1[CH2:35][CH2:34][N:33]([C:36]2[CH:42]=[CH:41][C:39]([NH2:40])=[CH:38][CH:37]=2)[CH2:32][CH2:31]1.Cl. (3) Given the product [CH3:1][C:2]1[CH:7]=[C:6]([C:8]#[C:9][C:10]2[N:11]=[C:12]([CH3:15])[N:13]([CH:17]([C:19]3[CH:24]=[CH:23][CH:22]=[CH:21][CH:20]=3)[CH3:18])[CH:14]=2)[CH:5]=[CH:4][N:3]=1, predict the reactants needed to synthesize it. The reactants are: [CH3:1][C:2]1[CH:7]=[C:6]([C:8]#[C:9][C:10]2[N:11]=[C:12]([CH3:15])[NH:13][CH:14]=2)[CH:5]=[CH:4][N:3]=1.Br[CH:17]([C:19]1[CH:24]=[CH:23][CH:22]=[CH:21][CH:20]=1)[CH3:18]. (4) Given the product [CH3:20][O:24][N:25]([CH3:26])[C:10]([C:8]1[S:9][C:5]2[CH:4]=[C:3]([C:2]([F:16])([F:15])[F:1])[CH:14]=[CH:13][C:6]=2[CH:7]=1)=[O:11], predict the reactants needed to synthesize it. The reactants are: [F:1][C:2]([F:16])([F:15])[C:3]1[CH:14]=[CH:13][C:6]2[CH:7]=[C:8]([C:10](O)=[O:11])[S:9][C:5]=2[CH:4]=1.CN([C:20]([O:24][N:25]1N=NC2C=CC=N[C:26]1=2)=[N+](C)C)C.F[P-](F)(F)(F)(F)F.Cl.CNOC.CCN(C(C)C)C(C)C. (5) Given the product [CH3:12][N:7]1[CH2:8][CH2:9][N:4]([CH2:3][CH2:2][OH:1])[CH2:5][CH2:6]1, predict the reactants needed to synthesize it. The reactants are: [OH:1][CH2:2][CH2:3][N:4]1[CH2:9][CH2:8][NH:7][CH2:6][CH2:5]1.C=O.[C:12]([BH3-])#N.[Na+].O. (6) Given the product [F:32][C:30]([F:31])([F:33])[C:25]([C:21]1[CH:20]=[C:19]2[C:24](=[CH:23][CH:22]=1)[N:16]([CH2:15][C:13]1[N:14]=[C:10]([C:6]3[CH:7]=[CH:8][CH:9]=[C:4]([CH2:3][OH:2])[CH:5]=3)[O:11][C:12]=1[CH3:36])[CH:17]([CH3:35])[CH2:18]2)([OH:34])[C:26]([F:29])([F:28])[F:27], predict the reactants needed to synthesize it. The reactants are: C[O:2][C:3](=O)[C:4]1[CH:9]=[CH:8][CH:7]=[C:6]([C:10]2[O:11][C:12]([CH3:36])=[C:13]([CH2:15][N:16]3[C:24]4[C:19](=[CH:20][C:21]([C:25]([OH:34])([C:30]([F:33])([F:32])[F:31])[C:26]([F:29])([F:28])[F:27])=[CH:22][CH:23]=4)[CH2:18][CH:17]3[CH3:35])[N:14]=2)[CH:5]=1.[H-].[Al+3].[Li+].[H-].[H-].[H-]. (7) Given the product [Cl:24][C:25]1[CH:30]=[C:29]([Cl:31])[CH:28]=[CH:27][C:26]=1[C:23]#[C:22][CH2:21][O:20][C:4]1[CH:5]=[C:6]([C:9]2[CH:14]=[CH:13][CH:12]=[C:11]([CH2:15][C:16]([O:18][CH3:19])=[O:17])[CH:10]=2)[CH:7]=[CH:8][C:3]=1[O:2][CH3:1], predict the reactants needed to synthesize it. The reactants are: [CH3:1][O:2][C:3]1[CH:8]=[CH:7][C:6]([C:9]2[CH:14]=[CH:13][CH:12]=[C:11]([CH2:15][C:16]([O:18][CH3:19])=[O:17])[CH:10]=2)=[CH:5][C:4]=1[O:20][CH2:21][C:22]#[CH:23].[Cl:24][C:25]1[CH:30]=[C:29]([Cl:31])[CH:28]=[CH:27][C:26]=1I.C(N(CC)CC)C.